This data is from Forward reaction prediction with 1.9M reactions from USPTO patents (1976-2016). The task is: Predict the product of the given reaction. The product is: [N:1]1([CH2:7][C:8]2[N:13]=[C:12]([C:14]3[CH:27]=[CH:26][C:17]([CH2:18][N:19]4[CH2:23][C:22](=[O:24])[N:21]([CH2:35][CH2:36][C:37]([F:40])([F:39])[F:38])[C:20]4=[O:25])=[CH:16][CH:15]=3)[CH:11]=[CH:10][CH:9]=2)[CH2:2][CH2:3][CH2:4][CH2:5][CH2:6]1. Given the reactants [N:1]1([CH2:7][C:8]2[N:13]=[C:12]([C:14]3[CH:27]=[CH:26][C:17]([CH2:18][N:19]4[CH2:23][C:22](=[O:24])[NH:21][C:20]4=[O:25])=[CH:16][CH:15]=3)[CH:11]=[CH:10][CH:9]=2)[CH2:6][CH2:5][CH2:4][CH2:3][CH2:2]1.C(=O)([O-])[O-].[K+].[K+].Br[CH2:35][CH2:36][C:37]([F:40])([F:39])[F:38], predict the reaction product.